From a dataset of Reaction yield outcomes from USPTO patents with 853,638 reactions. Predict the reaction yield, written as a fraction of the theoretical maximum amount of product (1.0 means a 100% yield; for example, 0.34 means a 34% yield). The product is [CH2:1]([N:8]1[C:12]([NH:13][C:25]2[CH:26]=[CH:27][C:22]([O:21][Si:14]([C:17]([CH3:20])([CH3:19])[CH3:18])([CH3:15])[CH3:16])=[CH:23][CH:24]=2)=[CH:11][CH:10]=[N:9]1)[C:2]1[CH:3]=[CH:4][CH:5]=[CH:6][CH:7]=1. The catalyst is O1CCCC1.C(OCC)(=O)C.C([O-])(=O)C.[Cu+2].C([O-])(=O)C. The yield is 0.450. The reactants are [CH2:1]([N:8]1[C:12]([NH2:13])=[CH:11][CH:10]=[N:9]1)[C:2]1[CH:7]=[CH:6][CH:5]=[CH:4][CH:3]=1.[Si:14]([O:21][C:22]1[CH:27]=[CH:26][C:25](B(O)O)=[CH:24][CH:23]=1)([C:17]([CH3:20])([CH3:19])[CH3:18])([CH3:16])[CH3:15].N1C=CC=CC=1.